From a dataset of Catalyst prediction with 721,799 reactions and 888 catalyst types from USPTO. Predict which catalyst facilitates the given reaction. (1) Reactant: C(=O)([O-])[O-].[K+].[K+].[Cl:7][C:8]1[C:13]([Cl:14])=[CH:12][CH:11]=[CH:10][C:9]=1[CH:15]([NH:25][C:26](=[O:32])[O:27][C:28]([CH3:31])([CH3:30])[CH3:29])S(C1C=CC=CC=1)(=O)=O. Product: [Cl:7][C:8]1[C:13]([Cl:14])=[CH:12][CH:11]=[CH:10][C:9]=1/[CH:15]=[N:25]/[C:26](=[O:32])[O:27][C:28]([CH3:30])([CH3:29])[CH3:31]. The catalyst class is: 1. (2) Reactant: [N+:1]([C:4]1[CH:5]=[C:6]([CH:13]=[CH:14][CH:15]=1)[O:7][CH2:8][C:9]([O:11][CH3:12])=[O:10])([O-])=O. Product: [NH2:1][C:4]1[CH:5]=[C:6]([CH:13]=[CH:14][CH:15]=1)[O:7][CH2:8][C:9]([O:11][CH3:12])=[O:10]. The catalyst class is: 43. (3) Reactant: [CH3:1][S:2]([N:5]1[CH2:10][CH2:9][CH2:8][C@H:7]([NH:11][C:12]2[C:17]([C:18]3[N:19]=[C:20]4[CH:26]=[CH:25][N:24](COCC[Si](C)(C)C)[C:21]4=[N:22][CH:23]=3)=[CH:16][N:15]=[C:14](S(C)(=O)=O)[N:13]=2)[CH2:6]1)(=[O:4])=[O:3].[CH3:39][N:40]1[CH2:45][CH2:44][NH:43][CH2:42][CH2:41]1.CS(C)(=O)=O. Product: [CH3:1][S:2]([N:5]1[CH2:10][CH2:9][CH2:8][C@H:7]([NH:11][C:12]2[C:17]([C:18]3[N:19]=[C:20]4[CH:26]=[CH:25][NH:24][C:21]4=[N:22][CH:23]=3)=[CH:16][N:15]=[C:14]([N:43]3[CH2:44][CH2:45][N:40]([CH3:39])[CH2:41][CH2:42]3)[N:13]=2)[CH2:6]1)(=[O:3])=[O:4]. The catalyst class is: 12. (4) Reactant: [Cl:1][C:2]1[CH:3]=[C:4]([OH:12])[CH:5]=[N:6][C:7]=1[O:8][CH:9]([CH3:11])[CH3:10].Br[CH2:14][C:15]1[C:29]([F:30])=[CH:28][C:18]([C:19]([NH:21][S:22]([N:25]([CH3:27])[CH3:26])(=[O:24])=[O:23])=[O:20])=[C:17]([F:31])[CH:16]=1.C(=O)([O-])[O-].[K+].[K+].C(O)(=O)C. Product: [Cl:1][C:2]1[CH:3]=[C:4]([O:12][CH2:14][C:15]2[C:29]([F:30])=[CH:28][C:18]([C:19]([NH:21][S:22]([N:25]([CH3:27])[CH3:26])(=[O:24])=[O:23])=[O:20])=[C:17]([F:31])[CH:16]=2)[CH:5]=[N:6][C:7]=1[O:8][CH:9]([CH3:10])[CH3:11]. The catalyst class is: 58. (5) Reactant: [CH3:1][C@@:2]12[O:14][CH2:13][C:12]3[C:11](OS(C(F)(F)F)(=O)=O)=[CH:10][CH:9]=[CH:8][C:7]=3[C@@H:6]1[CH2:5][N:4]([C:23]([O:25][C:26]([CH3:29])([CH3:28])[CH3:27])=[O:24])[CH2:3]2.C1C=CC(P(C2C(C3C(P(C4C=CC=CC=4)C4C=CC=CC=4)=CC=C4C=3C=CC=C4)=C3C(C=CC=C3)=CC=2)C2C=CC=CC=2)=CC=1.[CH3:76][S-:77].[Na+]. Product: [CH3:1][C@@:2]12[O:14][CH2:13][C:12]3[C:11]([S:77][CH3:76])=[CH:10][CH:9]=[CH:8][C:7]=3[C@@H:6]1[CH2:5][N:4]([C:23]([O:25][C:26]([CH3:29])([CH3:28])[CH3:27])=[O:24])[CH2:3]2. The catalyst class is: 164.